This data is from Reaction yield outcomes from USPTO patents with 853,638 reactions. The task is: Predict the reaction yield, written as a fraction of the theoretical maximum amount of product (1.0 means a 100% yield; for example, 0.34 means a 34% yield). The reactants are [Cl:1][C:2]1[CH:7]=[CH:6][CH:5]=[CH:4][C:3]=1[CH2:8][N:9]1[CH:13]=[C:12]([C:14]2[CH:19]=[C:18]([CH:20]=O)[CH:17]=[CH:16][N:15]=2)[N:11]=[CH:10]1.[C:22]1([S:28]([CH2:31][C:32]#[N:33])(=[O:30])=[O:29])[CH:27]=[CH:26][CH:25]=[CH:24][CH:23]=1.C([O-])(O)=O.[Na+]. The catalyst is CCO. The product is [C:22]1([S:28]([C:31](=[CH:20][C:18]2[CH:17]=[CH:16][N:15]=[C:14]([C:12]3[N:11]=[CH:10][N:9]([CH2:8][C:3]4[CH:4]=[CH:5][CH:6]=[CH:7][C:2]=4[Cl:1])[CH:13]=3)[CH:19]=2)[C:32]#[N:33])(=[O:29])=[O:30])[CH:23]=[CH:24][CH:25]=[CH:26][CH:27]=1. The yield is 0.260.